The task is: Predict the reactants needed to synthesize the given product.. This data is from Retrosynthesis with 50K atom-mapped reactions and 10 reaction types from USPTO. (1) Given the product CC(C)(C)OC(=O)N1CCc2ccc(Cl)c3c2[C@H](CN3)C1, predict the reactants needed to synthesize it. The reactants are: CC(C)(C)OC(=O)OC(=O)OC(C)(C)C.Clc1ccc2c3c1NC[C@@H]3CNCC2. (2) Given the product COc1ccc(Cc2cn(CCCC(C)C)c3c(Cl)nc(N)nc23)cc1OC, predict the reactants needed to synthesize it. The reactants are: CC(C)CCCBr.COc1ccc(Cc2c[nH]c3c(Cl)nc(N)nc23)cc1OC. (3) Given the product CS(=O)(=O)c1cccc(-c2cc(N3CCCCC3)cc(Nc3ccc(OC(F)(F)F)cc3)n2)c1, predict the reactants needed to synthesize it. The reactants are: CS(=O)(=O)c1cccc(B(O)O)c1.FC(F)(F)Oc1ccc(Nc2cc(N3CCCCC3)cc(Cl)n2)cc1. (4) Given the product O=C1C(c2ccccc2)CCN1CC1CC1, predict the reactants needed to synthesize it. The reactants are: BrCC1CC1.O=C1NCCC1c1ccccc1. (5) Given the product CCNC(=O)Nc1ccc(-c2ccc(NC(=O)[C@H]3CN4CCC3CC4)cc2)cc1, predict the reactants needed to synthesize it. The reactants are: CCN=C=O.Nc1ccc(-c2ccc(NC(=O)[C@H]3CN4CCC3CC4)cc2)cc1. (6) Given the product CN(C)C[C@@H](CC(=O)OCc1ccccc1)NC(=O)CCCCCCCOCc1ccc(F)cc1F, predict the reactants needed to synthesize it. The reactants are: CN(C)C[C@H](N)CC(=O)OCc1ccccc1.O=C(O)CCCCCCCOCc1ccc(F)cc1F.